This data is from Forward reaction prediction with 1.9M reactions from USPTO patents (1976-2016). The task is: Predict the product of the given reaction. (1) Given the reactants Br[C:2]1[CH:7]=[CH:6][N:5]=[C:4]2[CH:8]=[CH:9][S:10][C:3]=12.[Li]CCCC.CO.O, predict the reaction product. The product is: [S:10]1[C:3]2[C:4](=[N:5][CH:6]=[CH:7][CH:2]=2)[CH:8]=[CH:9]1. (2) Given the reactants [CH-:1]1[CH:5]=[CH:4][CH:3]=[CH:2]1.[Na+].[CH3:7][Si:8]([CH3:14])([CH3:13])[O:9][CH2:10][CH2:11]Br.[Cl-].[NH4+], predict the reaction product. The product is: [CH3:7][Si:8]([CH3:14])([CH3:13])[O:9][CH2:10][CH2:11][C:1]1[CH2:5][CH:4]=[CH:3][CH:2]=1.